Dataset: Forward reaction prediction with 1.9M reactions from USPTO patents (1976-2016). Task: Predict the product of the given reaction. (1) The product is: [C:5]1([O:4][C:2](=[O:3])[NH:11][C:12]2[C:21]3[C:16](=[CH:17][CH:18]=[CH:19][CH:20]=3)[C:15]([O:22][C:23]3[CH:28]=[CH:27][N:26]=[C:25]([NH:29][C:30]4[CH:35]=[C:34]([O:36][CH2:37][CH2:38][O:39][CH2:40][CH2:41][O:42][CH2:43][CH2:44][O:45][CH3:46])[CH:33]=[C:32]([O:47][CH3:48])[CH:31]=4)[N:24]=3)=[CH:14][CH:13]=2)[CH:10]=[CH:9][CH:8]=[CH:7][CH:6]=1. Given the reactants Cl[C:2]([O:4][C:5]1[CH:10]=[CH:9][CH:8]=[CH:7][CH:6]=1)=[O:3].[NH2:11][C:12]1[C:21]2[C:16](=[CH:17][CH:18]=[CH:19][CH:20]=2)[C:15]([O:22][C:23]2[CH:28]=[CH:27][N:26]=[C:25]([NH:29][C:30]3[CH:35]=[C:34]([O:36][CH2:37][CH2:38][O:39][CH2:40][CH2:41][O:42][CH2:43][CH2:44][O:45][CH3:46])[CH:33]=[C:32]([O:47][CH3:48])[CH:31]=3)[N:24]=2)=[CH:14][CH:13]=1.C([O-])(O)=O.[Na+], predict the reaction product. (2) Given the reactants [OH:1][C:2]1[CH:7]=[CH:6][C:5]([C:8](=[CH:12][C:13]2[CH:18]=[CH:17][C:16]([F:19])=[C:15]([CH3:20])[CH:14]=2)[C:9]([OH:11])=[O:10])=[CH:4][CH:3]=1.OS(O)(=O)=O.[CH3:26]O, predict the reaction product. The product is: [CH3:26][O:10][C:9](=[O:11])[C:8]([C:5]1[CH:6]=[CH:7][C:2]([OH:1])=[CH:3][CH:4]=1)=[CH:12][C:13]1[CH:18]=[CH:17][C:16]([F:19])=[C:15]([CH3:20])[CH:14]=1. (3) Given the reactants [CH2:1]([O:3][C:4]([CH2:6][N:7]1[CH:11]=[C:10](/[CH:12]=[C:13]2\[CH2:14][N:15]([C:20]([C:33]3[CH:38]=[CH:37][CH:36]=[CH:35][CH:34]=3)([C:27]3[CH:32]=[CH:31][CH:30]=[CH:29][CH:28]=3)[C:21]3[CH:26]=[CH:25][CH:24]=[CH:23][CH:22]=3)[CH2:16][CH2:17][C:18]\2=[O:19])[CH:9]=[N:8]1)=[O:5])[CH3:2].[BH4-].[Na+].[Cl-].[NH4+], predict the reaction product. The product is: [CH2:1]([O:3][C:4]([CH2:6][N:7]1[CH:11]=[C:10](/[CH:12]=[C:13]2\[CH2:14][N:15]([C:20]([C:21]3[CH:26]=[CH:25][CH:24]=[CH:23][CH:22]=3)([C:33]3[CH:38]=[CH:37][CH:36]=[CH:35][CH:34]=3)[C:27]3[CH:28]=[CH:29][CH:30]=[CH:31][CH:32]=3)[CH2:16][CH2:17][CH:18]\2[OH:19])[CH:9]=[N:8]1)=[O:5])[CH3:2]. (4) Given the reactants [CH2:1]([C:8]#[N:9])[C:2]1[CH:7]=[CH:6][CH:5]=[CH:4][CH:3]=1.C[Si](C)(C)N[Si](C)(C)C.[Li].[P:20]([O:26][CH2:27][CH3:28])([O:23][CH2:24][CH3:25])[O:21]Cl, predict the reaction product. The product is: [C:8]([CH:1]([P:20](=[O:21])([O:26][CH2:27][CH3:28])[O:23][CH2:24][CH3:25])[C:2]1[CH:7]=[CH:6][CH:5]=[CH:4][CH:3]=1)#[N:9].